From a dataset of Catalyst prediction with 721,799 reactions and 888 catalyst types from USPTO. Predict which catalyst facilitates the given reaction. (1) The catalyst class is: 14. Reactant: [Br:1][C:2]1[CH:3]=[C:4]([C:13]([F:16])([F:15])[F:14])[C:5]([C:8](=O)[CH:9](O)O)=[N:6][CH:7]=1.[F:17][C:18]([F:35])([F:34])[C:19]1[CH:20]=[CH:21][C:22]([NH:25][C:26]2[CH:31]=[CH:30][N:29]=[C:28]([NH2:32])[C:27]=2[NH2:33])=[N:23][CH:24]=1.C([O-])(O)=O.[Na+]. Product: [Br:1][C:2]1[CH:3]=[C:4]([C:13]([F:16])([F:15])[F:14])[C:5]([C:8]2[N:32]=[C:28]3[N:29]=[CH:30][CH:31]=[C:26]([NH:25][C:22]4[CH:21]=[CH:20][C:19]([C:18]([F:35])([F:34])[F:17])=[CH:24][N:23]=4)[C:27]3=[N:33][CH:9]=2)=[N:6][CH:7]=1. (2) Product: [Cl:1][C:2]1[CH:25]=[CH:24][C:5]([C:6]([N:8]2[C:16]3[C:11](=[CH:12][C:13]([O:17][CH3:18])=[CH:14][CH:15]=3)[C:10]([CH2:19][C:20]([OH:22])=[O:21])=[CH:9]2)=[O:7])=[CH:4][CH:3]=1. The catalyst class is: 26. Reactant: [Cl:1][C:2]1[CH:25]=[CH:24][C:5]([C:6]([N:8]2[C:16]3[C:11](=[CH:12][C:13]([O:17][CH3:18])=[CH:14][CH:15]=3)[C:10]([CH2:19][C:20]([O:22]C)=[O:21])=[CH:9]2)=[O:7])=[CH:4][CH:3]=1.[OH-].C[Sn+](C)C.ClCCl.CC(O)=O.